This data is from Full USPTO retrosynthesis dataset with 1.9M reactions from patents (1976-2016). The task is: Predict the reactants needed to synthesize the given product. (1) Given the product [CH3:1][O:2][C:3](=[O:19])[C:4]1[C:9]([NH:10][CH2:11][C:12]2[CH:17]=[CH:16][CH:15]=[CH:14][CH:13]=2)=[CH:8][C:7]([N:24]2[CH2:25][CH2:26][N:21]([CH3:20])[CH2:22][CH2:23]2)=[N:6][CH:5]=1, predict the reactants needed to synthesize it. The reactants are: [CH3:1][O:2][C:3](=[O:19])[C:4]1[C:9]([NH:10][CH2:11][C:12]2[CH:17]=[CH:16][CH:15]=[CH:14][CH:13]=2)=[CH:8][C:7](Cl)=[N:6][CH:5]=1.[CH3:20][N:21]1[CH2:26][CH2:25][NH:24][CH2:23][CH2:22]1.C([O-])([O-])=O.[K+].[K+].N1CCC[C@H]1C(O)=O. (2) Given the product [CH3:1][O:2][C:3]1[CH:4]=[C:5]2[C:9](=[CH:10][CH:11]=1)[N:8]([CH3:12])[CH:7]=[C:6]2[C:13]1[NH:26][C:16]2=[N:17][CH:18]=[C:19]([CH2:21][NH:22][C:23](=[O:25])[CH3:24])[N:20]=[C:15]2[CH:14]=1, predict the reactants needed to synthesize it. The reactants are: [CH3:1][O:2][C:3]1[CH:4]=[C:5]2[C:9](=[CH:10][CH:11]=1)[N:8]([CH3:12])[CH:7]=[C:6]2[C:13]1[N:26](COCC[Si](C)(C)C)[C:16]2=[N:17][CH:18]=[C:19]([CH2:21][NH:22][C:23](=[O:25])[CH3:24])[N:20]=[C:15]2[CH:14]=1.C(N)CN.CCCC[N+](CCCC)(CCCC)CCCC.[F-].CCOC(C)=O. (3) The reactants are: Cl[C:2]1[C:3]([C:12]([NH:14][C:15]2[CH:16]=[CH:17][C:18]([C:21]([O:23]C)=[O:22])=[N:19][CH:20]=2)=[O:13])=[N:4][C:5]2[C:10]([N:11]=1)=[CH:9][CH:8]=[CH:7][CH:6]=2.[CH3:25][O:26][C:27]1[CH:32]=[C:31]([O:33][CH3:34])[CH:30]=[CH:29][C:28]=1[OH:35].C(=O)([O-])[O-].[K+].[K+].[OH-].[Na+]. Given the product [CH3:25][O:26][C:27]1[CH:32]=[C:31]([O:33][CH3:34])[CH:30]=[CH:29][C:28]=1[O:35][C:2]1[C:3]([C:12]([NH:14][C:15]2[CH:16]=[CH:17][C:18]([C:21]([OH:23])=[O:22])=[N:19][CH:20]=2)=[O:13])=[N:4][C:5]2[C:10]([N:11]=1)=[CH:9][CH:8]=[CH:7][CH:6]=2, predict the reactants needed to synthesize it. (4) Given the product [NH2:8][CH2:7][C:6]([N:5]([CH2:20][C:21](=[O:47])[N:22]([CH2:43][CH2:44][O:45][CH3:46])[CH2:23][C:24](=[O:42])[N:25]([CH2:38][CH2:39][O:40][CH3:41])[CH2:26][CH2:27][C:28]([OH:30])=[O:29])[CH2:4][CH2:3][O:2][CH3:1])=[O:19], predict the reactants needed to synthesize it. The reactants are: [CH3:1][O:2][CH2:3][CH2:4][N:5]([CH2:20][C:21](=[O:47])[N:22]([CH2:43][CH2:44][O:45][CH3:46])[CH2:23][C:24](=[O:42])[N:25]([CH2:38][CH2:39][O:40][CH3:41])[CH2:26][CH2:27][C:28]([O:30]CC1C=CC=CC=1)=[O:29])[C:6](=[O:19])[CH2:7][NH:8]C(=O)OCC1C=CC=CC=1. (5) Given the product [ClH:11].[Cl:11][CH2:7][C:6]1[N:2]([CH3:1])[N:3]=[CH:4][N:5]=1, predict the reactants needed to synthesize it. The reactants are: [CH3:1][N:2]1[C:6]([CH2:7]O)=[N:5][CH:4]=[N:3]1.O=S(Cl)[Cl:11]. (6) Given the product [Cl:35][C:36]1[CH:41]=[CH:40][C:39]([C:42]2[N:46]([CH2:9][CH:10]3[CH2:1][CH2:4][O:5][CH2:6][CH2:11]3)[C:45]3[CH:54]=[C:55]([F:59])[C:56]([F:58])=[CH:57][C:44]=3[N:43]=2)=[C:38]([O:60][CH3:61])[CH:37]=1, predict the reactants needed to synthesize it. The reactants are: [CH:1]1([CH2:4][O:5][C:6]2[C:11](C3N(CC4C=CC(CCC(O)=O)=CC=4)C4C=C(F)C(F)=CC=4N=3)=[CH:10][CH:9]=CN=2)CC1.[Cl:35][C:36]1[CH:41]=[CH:40][C:39]([C:42]2[N:46](CC3CCCCC3)[C:45]3[CH:54]=[C:55]([F:59])[C:56]([F:58])=[CH:57][C:44]=3[N:43]=2)=[C:38]([O:60][CH2:61]C2C=CC=CC=2Cl)[CH:37]=1.BrCC1CCOCC1. (7) The reactants are: I[C:2]1[C:3](=[O:20])[N:4]([C:14]2[CH:19]=[CH:18][CH:17]=[CH:16][CH:15]=2)[CH:5]=[C:6]([C:8]2[CH:13]=[CH:12][CH:11]=[CH:10][N:9]=2)[CH:7]=1.[Cl:21][C:22]1[C:27](B(O)O)=[CH:26][CH:25]=[CH:24][N:23]=1.C(=O)([O-])[O-].[Cs+].[Cs+].O. Given the product [Cl:21][C:22]1[C:27]([C:2]2[C:3](=[O:20])[N:4]([C:14]3[CH:19]=[CH:18][CH:17]=[CH:16][CH:15]=3)[CH:5]=[C:6]([C:8]3[CH:13]=[CH:12][CH:11]=[CH:10][N:9]=3)[CH:7]=2)=[CH:26][CH:25]=[CH:24][N:23]=1, predict the reactants needed to synthesize it.